This data is from Full USPTO retrosynthesis dataset with 1.9M reactions from patents (1976-2016). The task is: Predict the reactants needed to synthesize the given product. (1) The reactants are: [NH2:1][C:2]1[S:3][CH:4]=[CH:5][C:6]=1[C:7]([NH2:9])=[O:8].C(=O)([O-])O.[Na+].[F:15][C:16]([F:21])([F:20])[C:17](O)=[O:18].Cl. Given the product [F:15][C:16]([F:21])([F:20])[C:17]([NH:1][C:2]1[S:3][CH:4]=[CH:5][C:6]=1[C:7]([NH2:9])=[O:8])=[O:18], predict the reactants needed to synthesize it. (2) Given the product [Si:35]([O:20][CH2:19][C:16]1[CH:17]=[CH:18][C:13]([C:11]([N:1]2[C:10]3[C:5](=[CH:6][CH:7]=[CH:8][CH:9]=3)[CH2:4][CH2:3][CH2:2]2)=[O:12])=[CH:14][C:15]=1[N+:21]([O-:23])=[O:22])([C:31]([CH3:34])([CH3:33])[CH3:32])([CH3:37])[CH3:36], predict the reactants needed to synthesize it. The reactants are: [N:1]1([C:11]([C:13]2[CH:18]=[CH:17][C:16]([CH2:19][OH:20])=[C:15]([N+:21]([O-:23])=[O:22])[CH:14]=2)=[O:12])[C:10]2[C:5](=[CH:6][CH:7]=[CH:8][CH:9]=2)[CH2:4][CH2:3][CH2:2]1.C(N(CC)CC)C.[C:31]([Si:35](Cl)([CH3:37])[CH3:36])([CH3:34])([CH3:33])[CH3:32].O. (3) The reactants are: Br[C:2]1([Br:9])[CH2:4][C:3]1([CH2:7]Cl)[CH2:5]Cl.[Li]C.[C:12](=O)=[O:13].C[C:16]([CH3:18])=[O:17].CCC(OBr)=O. Given the product [Br:9][C:2]12[CH2:7][C:3]([CH2:18][C:16]([O:13][CH3:12])=[O:17])([CH2:4]1)[CH2:5]2, predict the reactants needed to synthesize it. (4) Given the product [CH2:1]([N:3]([CH2:6][C:7]1[CH:14]=[CH:13][C:10](/[CH:11]=[N:21]/[C:22]2[CH:30]=[CH:29][CH:28]=[C:27]3[C:23]=2[CH2:24][O:25][C:26]3=[O:31])=[CH:9][CH:8]=1)[CH2:4][CH3:5])[CH3:2], predict the reactants needed to synthesize it. The reactants are: [CH2:1]([N:3]([CH2:6][C:7]1[CH:14]=[CH:13][C:10]([CH:11]=O)=[CH:9][CH:8]=1)[CH2:4][CH3:5])[CH3:2].S([O-])([O-])(=O)=O.[Mg+2].[NH2:21][C:22]1[CH:30]=[CH:29][CH:28]=[C:27]2[C:23]=1[CH2:24][O:25][C:26]2=[O:31]. (5) Given the product [CH:44]1([CH2:43][N:3]2[C:2](=[O:1])[CH2:7][O:6][C:5]3[N:8]=[C:9]([C:18]4[CH:23]=[CH:22][C:21]([C:24]5([NH:28][C:29](=[O:35])[O:30][C:31]([CH3:32])([CH3:34])[CH3:33])[CH2:25][CH2:26][CH2:27]5)=[CH:20][CH:19]=4)[C:10]([C:12]4[CH:13]=[CH:14][CH:15]=[CH:16][CH:17]=4)=[CH:11][C:4]2=3)[CH2:46][CH2:45]1, predict the reactants needed to synthesize it. The reactants are: [O:1]=[C:2]1[CH2:7][O:6][C:5]2[N:8]=[C:9]([C:18]3[CH:23]=[CH:22][C:21]([C:24]4([NH:28][C:29](=[O:35])[O:30][C:31]([CH3:34])([CH3:33])[CH3:32])[CH2:27][CH2:26][CH2:25]4)=[CH:20][CH:19]=3)[C:10]([C:12]3[CH:17]=[CH:16][CH:15]=[CH:14][CH:13]=3)=[CH:11][C:4]=2[NH:3]1.C(=O)([O-])[O-].[K+].[K+].Br[CH2:43][CH:44]1[CH2:46][CH2:45]1. (6) Given the product [CH3:29][O:30][CH2:31][CH2:32][N:1]1[CH2:2][CH2:3][CH:4]([C:7]2[O:11][C:10]([C:12]3[CH:13]=[CH:14][N:15]=[CH:16][CH:17]=3)=[C:9]([C:18]3[CH:19]=[C:20]4[C:24](=[CH:25][CH:26]=3)[C:23](=[N:27][OH:28])[CH2:22][CH2:21]4)[CH:8]=2)[CH2:5][CH2:6]1, predict the reactants needed to synthesize it. The reactants are: [NH:1]1[CH2:6][CH2:5][CH:4]([C:7]2[O:11][C:10]([C:12]3[CH:17]=[CH:16][N:15]=[CH:14][CH:13]=3)=[C:9]([C:18]3[CH:19]=[C:20]4[C:24](=[CH:25][CH:26]=3)[C:23](=[N:27][OH:28])[CH2:22][CH2:21]4)[CH:8]=2)[CH2:3][CH2:2]1.[CH3:29][O:30][CH2:31][CH:32]=O.C([BH3-])#N.C[NH+](C)C.C(O)(=O)C. (7) Given the product [CH2:19]([N:25]([CH2:26][CH2:34][CH3:33])[C:11]([C:9]1[CH:8]=[C:4]([CH:3]=[CH:2][CH:10]=1)[C:5]([OH:7])=[O:6])=[O:13])[CH2:20][CH3:21], predict the reactants needed to synthesize it. The reactants are: Br[C:2]1[CH:3]=[C:4]([CH:8]=[C:9]([C:11]([O:13]C)=O)[CH:10]=1)[C:5]([OH:7])=[O:6].N(OC[CH2:19][CH2:20][CH3:21])=O.C(#N)C.[NH2:25][C:26]1C=C(C=[C:33](C(OC)=O)[CH:34]=1)C(O)=O.